Dataset: Reaction yield outcomes from USPTO patents with 853,638 reactions. Task: Predict the reaction yield, written as a fraction of the theoretical maximum amount of product (1.0 means a 100% yield; for example, 0.34 means a 34% yield). The reactants are [NH2:1][C:2]1[C:3]([C:8]([O:10][CH3:11])=[O:9])=[N:4][CH:5]=[CH:6][N:7]=1.[Br:12]N1C(=O)CCC1=O. The catalyst is CC#N. The product is [NH2:1][C:2]1[C:3]([C:8]([O:10][CH3:11])=[O:9])=[N:4][C:5]([Br:12])=[CH:6][N:7]=1. The yield is 0.920.